Dataset: Catalyst prediction with 721,799 reactions and 888 catalyst types from USPTO. Task: Predict which catalyst facilitates the given reaction. (1) Reactant: [Br:1][C:2]12[CH2:12][CH:6]3[CH2:7][C:8]([Br:11])([CH2:10][CH:4]([CH:5]3C(O)=O)[CH2:3]1)[CH2:9]2.CCN(CC)CC.C1(P(N=[N+]=[N-])(C2C=CC=CC=2)=O)C=CC=CC=1.[CH3:40][C:41]([O-:44])([CH3:43])[CH3:42].[K+].[N-:46]=[C:47]=[O:48]. Product: [C:41]([O:44][C:47](=[O:48])[NH:46][CH:5]1[CH:4]2[CH2:10][C:8]3([Br:11])[CH2:9][C:2]([Br:1])([CH2:12][CH:6]1[CH2:7]3)[CH2:3]2)([CH3:43])([CH3:42])[CH3:40]. The catalyst class is: 247. (2) Reactant: [OH:1][CH:2]1[CH:6]([CH2:7][OH:8])[O:5][CH:4]([C:9]2C(O)=[N:11][C:12](O)=[C:13]([Cl:15])[N:14]=2)[CH2:3]1.N([O-])=O.[Na+].[NH2:22][C:23]([NH2:25])=O. Product: [OH:1][CH:2]1[CH:6]([CH2:7][OH:8])[O:5][CH:4]([C:9]2[C:23]([NH2:25])=[N:22][C:12]([NH2:11])=[C:13]([Cl:15])[N:14]=2)[CH2:3]1. The catalyst class is: 15. (3) Reactant: [Li+].CC([N-]C(C)C)C.[CH3:9][C:10]1[CH:14]=[CH:13][S:12][C:11]=1[C:15]#[N:16].[CH3:17][Si:18](Cl)([CH3:20])[CH3:19]. The catalyst class is: 1. Product: [CH3:9][C:10]1[CH:14]=[C:13]([Si:18]([CH3:20])([CH3:19])[CH3:17])[S:12][C:11]=1[C:15]#[N:16]. (4) Reactant: C([O:3][C:4]([C:6]1[C:7](=[O:25])[N:8]([C:15]2[CH:20]=[CH:19][CH:18]=[C:17]([C:21]([F:24])([F:23])[F:22])[CH:16]=2)[C:9]([CH3:14])=[C:10]([CH2:12][CH3:13])[CH:11]=1)=[O:5])C.[OH-].[Na+]. Product: [CH2:12]([C:10]1[CH:11]=[C:6]([C:4]([OH:5])=[O:3])[C:7](=[O:25])[N:8]([C:15]2[CH:20]=[CH:19][CH:18]=[C:17]([C:21]([F:23])([F:24])[F:22])[CH:16]=2)[C:9]=1[CH3:14])[CH3:13]. The catalyst class is: 20.